This data is from Peptide-MHC class I binding affinity with 185,985 pairs from IEDB/IMGT. The task is: Regression. Given a peptide amino acid sequence and an MHC pseudo amino acid sequence, predict their binding affinity value. This is MHC class I binding data. (1) The peptide sequence is VLPPLSADL. The MHC is HLA-B35:01 with pseudo-sequence HLA-B35:01. The binding affinity (normalized) is 0.0847. (2) The peptide sequence is YQGDYKLFL. The MHC is HLA-A02:06 with pseudo-sequence HLA-A02:06. The binding affinity (normalized) is 0.807. (3) The peptide sequence is FPSNMMVVT. The MHC is HLA-B39:01 with pseudo-sequence HLA-B39:01. The binding affinity (normalized) is 0.0847. (4) The peptide sequence is PANINDKQIM. The MHC is HLA-A02:03 with pseudo-sequence HLA-A02:03. The binding affinity (normalized) is 0.0138.